Predict the product of the given reaction. From a dataset of Forward reaction prediction with 1.9M reactions from USPTO patents (1976-2016). Given the reactants C([Li])CCC.O1CCCC1.[CH3:11][Si:12]([CH3:23])([CH3:22])[CH2:13][CH2:14][O:15][CH2:16][N:17]1[CH:21]=[CH:20][N:19]=[CH:18]1.[CH3:24][C:25]([CH3:27])=[O:26], predict the reaction product. The product is: [CH3:11][Si:12]([CH3:23])([CH3:22])[CH2:13][CH2:14][O:15][CH2:16][N:17]1[CH:21]=[CH:20][N:19]=[C:18]1[C:25]([OH:26])([CH3:27])[CH3:24].